Dataset: Forward reaction prediction with 1.9M reactions from USPTO patents (1976-2016). Task: Predict the product of the given reaction. (1) Given the reactants [OH:1][C:2]1[CH:10]=[CH:9][CH:8]=[C:7]2[C:3]=1[CH:4]=[CH:5][NH:6]2.C(=O)([O-])[O-].[K+].[K+].[I-].[Na+].Cl.Cl[CH2:21][CH2:22][N:23]([CH3:25])[CH3:24], predict the reaction product. The product is: [NH:6]1[C:7]2[C:3](=[C:2]([O:1][CH2:21][CH2:22][N:23]([CH3:25])[CH3:24])[CH:10]=[CH:9][CH:8]=2)[CH:4]=[CH:5]1. (2) Given the reactants [NH2:1][C:2]1[CH:7]=[CH:6][C:5]([C:8]#[C:9][C:10]2[N:11]([CH2:23][CH3:24])[C:12]3[C:17]([C:18]=2[C:19]#[N:20])=[CH:16][CH:15]=[C:14]([O:21][CH3:22])[CH:13]=3)=[CH:4][CH:3]=1.[CH3:25][S:26](Cl)(=[O:28])=[O:27], predict the reaction product. The product is: [C:19]([C:18]1[C:17]2[C:12](=[CH:13][C:14]([O:21][CH3:22])=[CH:15][CH:16]=2)[N:11]([CH2:23][CH3:24])[C:10]=1[C:9]#[C:8][C:5]1[CH:6]=[CH:7][C:2]([NH:1][S:26]([CH3:25])(=[O:28])=[O:27])=[CH:3][CH:4]=1)#[N:20].